Task: Predict the reaction yield, written as a fraction of the theoretical maximum amount of product (1.0 means a 100% yield; for example, 0.34 means a 34% yield).. Dataset: Reaction yield outcomes from USPTO patents with 853,638 reactions (1) The reactants are [CH2:1]([NH2:9])[CH2:2][C:3]1[CH:8]=[CH:7][CH:6]=[CH:5][CH:4]=1.[CH2:10]([O:17][C:18]1[CH:23]=[CH:22][C:21]([NH:24][C:25](=[O:31])[C:26](OCC)=[O:27])=[CH:20][C:19]=1[F:32])[C:11]1[CH:16]=[CH:15][CH:14]=[CH:13][CH:12]=1. No catalyst specified. The product is [CH2:10]([O:17][C:18]1[CH:23]=[CH:22][C:21]([NH:24][C:25](=[O:31])[C:26]([NH:9][CH2:1][CH2:2][C:3]2[CH:8]=[CH:7][CH:6]=[CH:5][CH:4]=2)=[O:27])=[CH:20][C:19]=1[F:32])[C:11]1[CH:12]=[CH:13][CH:14]=[CH:15][CH:16]=1. The yield is 0.990. (2) The yield is 0.430. The reactants are S(OC)(O[CH3:5])(=O)=O.[C:8]1([OH:16])[CH:15]=[C:13]([CH3:14])[CH:12]=[C:10]([OH:11])[CH:9]=1. The product is [CH3:5][O:11][C:10]1[CH:9]=[C:8]([OH:16])[CH:15]=[C:13]([CH3:14])[CH:12]=1. The catalyst is [OH-].[Na+]. (3) The reactants are COC1C=C(C=CC=1OC)C[NH:7][C:8]1[N:13]2[N:14]=[C:15]([C:17]3[O:18][CH:19]=[CH:20][CH:21]=3)[N:16]=[C:12]2[C:11]([CH2:22][N:23]2[CH2:28][CH2:27][N:26]([C:29]3[CH:34]=[CH:33][CH:32]=[CH:31][CH:30]=3)[CH2:25][CH2:24]2)=[CH:10][N:9]=1.C1(OC)C=CC=CC=1.FC(F)(F)S(O)(=O)=O.O. The catalyst is FC(F)(F)C(O)=O. The product is [NH2:7][C:8]1[N:13]2[N:14]=[C:15]([C:17]3[O:18][CH:19]=[CH:20][CH:21]=3)[N:16]=[C:12]2[C:11]([CH2:22][N:23]2[CH2:24][CH2:25][N:26]([C:29]3[CH:34]=[CH:33][CH:32]=[CH:31][CH:30]=3)[CH2:27][CH2:28]2)=[CH:10][N:9]=1. The yield is 0.790. (4) The reactants are [CH3:1][O:2][C:3]([C:5]1[CH:10]=[CH:9][C:8](Br)=[CH:7][N:6]=1)=[O:4].C[Si](C)(C)[C:14]1[CH:19]=[CH:18][CH:17]=[CH:16][N:15]=1.[F-].C([N+](CCCC)(CCCC)CCCC)CCC. The catalyst is CN(C)C=O.[Ag-]=O.[CH2-]C=C.[CH2-]C=C.Cl[Pd+].Cl[Pd+]. The product is [N:15]1[CH:16]=[CH:17][CH:18]=[CH:19][C:14]=1[C:8]1[CH:7]=[N:6][C:5]([C:3]([O:2][CH3:1])=[O:4])=[CH:10][CH:9]=1. The yield is 0.480. (5) The reactants are [S:1]1[C:5]([C:6]([OH:8])=[O:7])=[CH:4][CH:3]=[C:2]1[C:9]([OH:11])=O.[C:12]([NH:19][CH2:20][CH2:21][CH2:22][NH2:23])([O:14][C:15]([CH3:18])([CH3:17])[CH3:16])=[O:13].CN(C(ON1N=NC2C=CC=NC1=2)=[N+](C)C)C.F[P-](F)(F)(F)(F)F.N1C(C)=CC(C)=CC=1C. The catalyst is CN(C=O)C.C(OCC)(=O)C.CO. The product is [C:15]([O:14][C:12]([NH:19][CH2:20][CH2:21][CH2:22][NH:23][C:9]([C:2]1[S:1][C:5]([C:6]([OH:8])=[O:7])=[CH:4][CH:3]=1)=[O:11])=[O:13])([CH3:18])([CH3:17])[CH3:16]. The yield is 0.180. (6) The reactants are [Cl:1][S:2](CC(Cl)=O)(=[O:4])=[O:3].C[OH:10].[CH3:11][CH2:12][O:13][CH2:14]C. No catalyst specified. The product is [Cl:1][S:2]([CH2:11][C:12]([O:13][CH3:14])=[O:10])(=[O:4])=[O:3]. The yield is 0.950.